From a dataset of Full USPTO retrosynthesis dataset with 1.9M reactions from patents (1976-2016). Predict the reactants needed to synthesize the given product. (1) The reactants are: Cl[C:2]1[CH:7]=[CH:6][N:5]2[N:8]=[CH:9][C:10]([C:11]([O:13][CH2:14][CH3:15])=[O:12])=[C:4]2[N:3]=1.Cl.Cl.[F:18][C:19]1[CH:20]=[C:21]([C@H:27]2[CH2:31][CH2:30][CH2:29][NH:28]2)[C:22]([O:25][CH3:26])=[N:23][CH:24]=1.C(N(C(C)C)CC)(C)C.C(O)CCC. Given the product [F:18][C:19]1[CH:20]=[C:21]([C@H:27]2[CH2:31][CH2:30][CH2:29][N:28]2[C:2]2[CH:7]=[CH:6][N:5]3[N:8]=[CH:9][C:10]([C:11]([O:13][CH2:14][CH3:15])=[O:12])=[C:4]3[N:3]=2)[C:22]([O:25][CH3:26])=[N:23][CH:24]=1, predict the reactants needed to synthesize it. (2) Given the product [OH:22][C:21]1[C:20]2[C:15](=[CH:16][C:17]([O:23][C:24]3[CH:25]=[CH:26][CH:27]=[CH:28][CH:29]=3)=[CH:18][CH:19]=2)[CH:14]=[N:13][C:12]=1[C:10]([NH:9][CH2:8][CH:7]([C:30]1[CH:35]=[CH:34][CH:33]=[CH:32][CH:31]=1)[C:6]([OH:36])=[O:5])=[O:11], predict the reactants needed to synthesize it. The reactants are: C([O:5][C:6](=[O:36])[CH:7]([C:30]1[CH:35]=[CH:34][CH:33]=[CH:32][CH:31]=1)[CH2:8][NH:9][C:10]([C:12]1[N:13]=[CH:14][C:15]2[C:20]([C:21]=1[OH:22])=[CH:19][CH:18]=[C:17]([O:23][C:24]1[CH:29]=[CH:28][CH:27]=[CH:26][CH:25]=1)[CH:16]=2)=[O:11])(C)(C)C.C(O)(C(F)(F)F)=O.O. (3) Given the product [N:49]1([O:50][C:17]2[N:18]=[CH:19][C:20]([C:21]3[O:8][N:7]=[C:5]([C:4]4[CH:9]=[CH:10][C:11]([O:12][CH:13]([CH3:15])[CH3:14])=[C:2]([Cl:1])[CH:3]=4)[N:6]=3)=[CH:24][CH:25]=2)[C:44]2[CH:43]=[CH:42][CH:41]=[CH:46][C:45]=2[N:47]=[N:48]1, predict the reactants needed to synthesize it. The reactants are: [Cl:1][C:2]1[CH:3]=[C:4]([CH:9]=[CH:10][C:11]=1[O:12][CH:13]([CH3:15])[CH3:14])/[C:5](=[N:7]/[OH:8])/[NH2:6].Br[C:17]1[CH:25]=[CH:24][C:20]([C:21](O)=O)=[CH:19][N:18]=1.C1CCC(N=C=NC2CCCCC2)CC1.[CH:41]1[CH:42]=[CH:43][C:44]2[N:49]([OH:50])[N:48]=[N:47][C:45]=2[CH:46]=1.CCN(C(C)C)C(C)C. (4) Given the product [CH2:11]([O:10][C:7]1[CH:8]=[CH:9][C:4]([C:2](=[O:3])[CH2:1][C:24]([O:25][CH2:26][CH3:27])=[O:28])=[CH:5][CH:6]=1)[C:12]1[CH:17]=[CH:16][CH:15]=[CH:14][CH:13]=1, predict the reactants needed to synthesize it. The reactants are: [CH3:1][C:2]([C:4]1[CH:9]=[CH:8][C:7]([O:10][CH2:11][C:12]2[CH:17]=[CH:16][CH:15]=[CH:14][CH:13]=2)=[CH:6][CH:5]=1)=[O:3].C(O)C.[H-].[Na+].Cl.[C:24](=O)([O:28]CC)[O:25][CH2:26][CH3:27]. (5) The reactants are: Br[C:2]1[CH:3]=[N:4][C:5]2[N:6]([N:8]=[C:9]([C:11]([CH3:14])([CH3:13])[CH3:12])[CH:10]=2)[CH:7]=1.[C:15]([C:17]1[CH:22]=[CH:21][C:20]([Cl:23])=[CH:19][CH:18]=1)#[CH:16]. Given the product [C:11]([C:9]1[CH:10]=[C:5]2[N:4]=[CH:3][C:2]([C:16]#[C:15][C:17]3[CH:22]=[CH:21][C:20]([Cl:23])=[CH:19][CH:18]=3)=[CH:7][N:6]2[N:8]=1)([CH3:14])([CH3:13])[CH3:12], predict the reactants needed to synthesize it. (6) Given the product [CH3:1][O:2][C:3]1[N:8]=[C:7]([N:9]2[CH:13]=[C:12]([CH3:14])[N:11]=[C:10]2[CH2:15][CH2:16][C:17]([F:18])([F:19])[F:20])[C:6]([NH2:21])=[CH:5][CH:4]=1, predict the reactants needed to synthesize it. The reactants are: [CH3:1][O:2][C:3]1[N:8]=[C:7]([N:9]2[CH:13]=[C:12]([CH3:14])[N:11]=[C:10]2[CH2:15][CH2:16][C:17]([F:20])([F:19])[F:18])[C:6]([N+:21]([O-])=O)=[CH:5][CH:4]=1.C1COCC1.C([O-])=O.[NH4+]. (7) Given the product [Cl:8][C:4]1[CH:5]=[CH:6][CH:7]=[C:2]([C:53]#[N:54])[C:3]=1[N:9]1[C:13]2[N:14]=[CH:15][N:16]=[C:17]([O:18][C@@H:19]([CH2:30][O:31][C@H:32]([CH3:45])[CH2:33][O:34][Si:35]([CH:42]([CH3:44])[CH3:43])([CH:39]([CH3:41])[CH3:40])[CH:36]([CH3:38])[CH3:37])[C:20]([NH:22][C:23]3[CH:28]=[N:27][C:26]([CH3:29])=[CH:25][N:24]=3)=[O:21])[C:12]=2[CH:11]=[N:10]1, predict the reactants needed to synthesize it. The reactants are: Br[C:2]1[CH:7]=[CH:6][CH:5]=[C:4]([Cl:8])[C:3]=1[N:9]1[C:13]2=[N:14][CH:15]=[N:16][C:17]([O:18][C@@H:19]([CH2:30][O:31][C@H:32]([CH3:45])[CH2:33][O:34][Si:35]([CH:42]([CH3:44])[CH3:43])([CH:39]([CH3:41])[CH3:40])[CH:36]([CH3:38])[CH3:37])[C:20]([NH:22][C:23]3[CH:28]=[N:27][C:26]([CH3:29])=[CH:25][N:24]=3)=[O:21])=[C:12]2[CH:11]=[N:10]1.C([O-])(=O)C.[Na+].CC(C)(O)[C:53]#[N:54].C(=O)(O)[O-].[Na+]. (8) Given the product [Br:1][C:2]1[C:3]([N:10]([CH:12]2[CH2:13][CH2:14][CH2:15][CH2:16][CH2:17]2)[NH:11][C:41]([C:38]2[CH:39]=[N:40][C:35]([C:32]3[CH:33]=[CH:34][C:29]([CH2:28][Cl:27])=[CH:30][CH:31]=3)=[CH:36][CH:37]=2)=[O:42])=[N:4][C:5]([C:8]#[N:9])=[N:6][CH:7]=1, predict the reactants needed to synthesize it. The reactants are: [Br:1][C:2]1[C:3]([N:10]([CH:12]2[CH2:17][CH2:16][CH2:15][CH2:14][CH2:13]2)[NH2:11])=[N:4][C:5]([C:8]#[N:9])=[N:6][CH:7]=1.CCN(C(C)C)C(C)C.[Cl:27][CH2:28][C:29]1[CH:34]=[CH:33][C:32]([C:35]2[N:40]=[CH:39][C:38]([C:41](Cl)=[O:42])=[CH:37][CH:36]=2)=[CH:31][CH:30]=1. (9) Given the product [Cl:1][C:2]1[CH:7]=[CH:6][CH:5]=[CH:4][C:3]=1[CH:8]([C:25]1[CH:30]=[CH:29][CH:28]=[CH:27][C:26]=1[Cl:31])[N:9]1[CH:14]2[CH2:15][CH2:16][CH:10]1[CH2:11][C:12]([C:18]1[N:19]=[C:20]([NH:42][CH2:41][CH2:40][NH:39][C:32](=[O:33])[O:34][C:35]([CH3:37])([CH3:36])[CH3:38])[CH:21]=[CH:22][CH:23]=1)([OH:17])[CH2:13]2, predict the reactants needed to synthesize it. The reactants are: [Cl:1][C:2]1[CH:7]=[CH:6][CH:5]=[CH:4][C:3]=1[CH:8]([C:25]1[CH:30]=[CH:29][CH:28]=[CH:27][C:26]=1[Cl:31])[N:9]1[CH:14]2[CH2:15][CH2:16][CH:10]1[CH2:11][C:12]([C:18]1[CH:23]=[CH:22][CH:21]=[C:20](Br)[N:19]=1)([OH:17])[CH2:13]2.[C:32]([NH:39][CH2:40][CH2:41][NH2:42])([O:34][C:35]([CH3:38])([CH3:37])[CH3:36])=[O:33].N1C=CC=CC=1.